Task: Predict the product of the given reaction.. Dataset: Forward reaction prediction with 1.9M reactions from USPTO patents (1976-2016) (1) The product is: [CH3:36][C:37]([CH3:41])([CH3:40])[C:38]#[C:39][C:2]1[CH:3]=[CH:4][C:5]([C:8]#[N:9])=[N:6][CH:7]=1. Given the reactants Br[C:2]1[CH:3]=[CH:4][C:5]([C:8]#[N:9])=[N:6][CH:7]=1.C1(P(C2C=CC=CC=2)C2C=CC=CC=2)C=CC=CC=1.C(N(CC)CC)C.[CH3:36][C:37]([CH3:41])([CH3:40])[C:38]#[CH:39], predict the reaction product. (2) Given the reactants [NH2:1][C:2]1[CH:7]=[CH:6][CH:5]=[CH:4][C:3]=1[CH:8]1[C:17]([CH3:19])([CH3:18])[CH2:16][C:15]2[C:10](=[CH:11][CH:12]=[C:13]([C:20]([O:22][CH3:23])=[O:21])[CH:14]=2)[NH:9]1.N1C=CC=CC=1.[CH3:30][S:31](Cl)(=[O:33])=[O:32], predict the reaction product. The product is: [CH3:19][C:17]1([CH3:18])[CH2:16][C:15]2[C:10](=[CH:11][CH:12]=[C:13]([C:20]([O:22][CH3:23])=[O:21])[CH:14]=2)[NH:9][CH:8]1[C:3]1[CH:4]=[CH:5][CH:6]=[CH:7][C:2]=1[NH:1][S:31]([CH3:30])(=[O:33])=[O:32]. (3) Given the reactants [F:1][C:2]1[CH:7]=[C:6]([O:8][CH3:9])[CH:5]=[CH:4][C:3]=1[O:10][CH3:11].[Li]CCCC.Cl[C:18]([O:20][CH2:21][CH3:22])=[O:19], predict the reaction product. The product is: [F:1][C:2]1[C:3]([O:10][CH3:11])=[CH:4][CH:5]=[C:6]([O:8][CH3:9])[C:7]=1[C:18]([O:20][CH2:21][CH3:22])=[O:19].